This data is from HIV replication inhibition screening data with 41,000+ compounds from the AIDS Antiviral Screen. The task is: Binary Classification. Given a drug SMILES string, predict its activity (active/inactive) in a high-throughput screening assay against a specified biological target. (1) The drug is O=C(c1ccccc1)N1CN(C(=O)c2ccccc2)CN(C(=O)c2ccccc2)C1. The result is 0 (inactive). (2) The drug is S=C(NN=C(C(=NNC(=S)N1CCCCC1)c1ccccn1)c1ccccn1)N1CCCCC1. The result is 0 (inactive).